From a dataset of Full USPTO retrosynthesis dataset with 1.9M reactions from patents (1976-2016). Predict the reactants needed to synthesize the given product. (1) Given the product [CH3:8][C:5]([O:4][CH2:1][CH:2]1[CH2:3][O:18]1)([CH3:9])[CH2:6][OH:7], predict the reactants needed to synthesize it. The reactants are: [CH2:1]([O:4][C:5]([CH3:9])([CH3:8])[CH2:6][OH:7])[CH:2]=[CH2:3].C1C=C(Cl)C=C(C(OO)=[O:18])C=1.C([O-])(O)=O.[Na+].[O-]S([O-])(=S)=O.[Na+].[Na+]. (2) Given the product [Cl:35][C:36]1[CH:37]=[C:38]([NH:39][C:14]([C:11]2[N:10]=[N:9][N:8]([C:5]3[CH:6]=[N:7][C:2]([F:1])=[CH:3][CH:4]=3)[C:12]=2[CH3:13])=[O:16])[CH:40]=[CH:41][CH:42]=1, predict the reactants needed to synthesize it. The reactants are: [F:1][C:2]1[N:7]=[CH:6][C:5]([N:8]2[C:12]([CH3:13])=[C:11]([C:14]([OH:16])=O)[N:10]=[N:9]2)=[CH:4][CH:3]=1.FC1N=CC(N2C(C)=C(C(OCC)=O)N=N2)=CC=1.[Cl:35][C:36]1[CH:37]=[C:38]([CH:40]=[CH:41][CH:42]=1)[NH2:39].CCN(C(C)C)C(C)C.C1C=NC2N(O)N=NC=2C=1.CN(C(ON1N=NC2C=CC=NC1=2)=[N+](C)C)C.F[P-](F)(F)(F)(F)F. (3) Given the product [Cl:11][C:3]1[C:4]2=[N:5][CH:6]=[CH:7][C:8]([OH:10])=[C:9]2[S:1][CH:2]=1, predict the reactants needed to synthesize it. The reactants are: [S:1]1[C:9]2[C:4](=[N:5][CH:6]=[CH:7][C:8]=2[OH:10])[CH:3]=[CH:2]1.[Cl:11][O-].[Na+].C(O)(=O)C. (4) Given the product [CH2:16]([O:15][C:12]1[CH:11]=[CH:10][C:9]([S:6]([C:5]2([C:4]([O:3][CH2:1][CH3:2])=[O:20])[CH2:30][CH2:29][N:25]([CH:22]([CH3:24])[CH3:23])[CH2:26][CH2:27]2)(=[O:7])=[O:8])=[CH:14][CH:13]=1)[C:17]#[C:18][CH3:19], predict the reactants needed to synthesize it. The reactants are: [CH2:1]([O:3][C:4](=[O:20])[CH2:5][S:6]([C:9]1[CH:14]=[CH:13][C:12]([O:15][CH2:16][C:17]#[C:18][CH3:19])=[CH:11][CH:10]=1)(=[O:8])=[O:7])[CH3:2].Cl.[CH:22]([N:25]([CH2:29][CH2:30]Cl)[CH2:26][CH2:27]Cl)([CH3:24])[CH3:23]. (5) Given the product [ClH:12].[CH:16]1([N:19]2[C:23]([CH:24]3[CH2:26][CH2:25]3)=[N:22][N:21]=[C:20]2[C:27]([C:30]2[S:34][C:33]([C:35]([OH:13])=[O:36])=[CH:32][CH:31]=2)([CH3:29])[CH3:28])[CH2:18][CH2:17]1, predict the reactants needed to synthesize it. The reactants are: CC(=CC)C.P([O-])(O)(O)=O.[Na+].[Cl:12]([O-])=[O:13].[Na+].[CH:16]1([N:19]2[C:23]([CH:24]3[CH2:26][CH2:25]3)=[N:22][N:21]=[C:20]2[C:27]([C:30]2[S:34][C:33]([CH:35]=[O:36])=[CH:32][CH:31]=2)([CH3:29])[CH3:28])[CH2:18][CH2:17]1. (6) Given the product [OH:1][CH:2]([CH2:6][CH3:7])[C:3]([NH:8][C:9]1[CH:14]=[CH:13][C:12]([CH3:15])=[CH:11][N:10]=1)=[O:4], predict the reactants needed to synthesize it. The reactants are: [OH:1][CH:2]([CH2:6][CH3:7])[C:3](O)=[O:4].[NH2:8][C:9]1[CH:14]=[CH:13][C:12]([CH3:15])=[CH:11][N:10]=1. (7) Given the product [CH2:3]([C:10]1[C:11](=[O:17])[N:12]([CH2:19][C:20]([O:22][CH2:23][CH3:24])=[O:21])[CH:13]=[C:14]([CH3:16])[CH:15]=1)[C:4]1[CH:9]=[CH:8][CH:7]=[CH:6][CH:5]=1, predict the reactants needed to synthesize it. The reactants are: [H-].[Na+].[CH2:3]([C:10]1[C:11](=[O:17])[NH:12][CH:13]=[C:14]([CH3:16])[CH:15]=1)[C:4]1[CH:9]=[CH:8][CH:7]=[CH:6][CH:5]=1.Br[CH2:19][C:20]([O:22][CH2:23][CH3:24])=[O:21]. (8) The reactants are: [CH3:1][C:2]1[CH:3]=[C:4]([CH:30]=[CH:31][C:32]=1[CH3:33])[CH2:5][CH:6]([CH2:10][C:11](=[O:29])[N:12]1[CH2:17][CH2:16][CH:15]([N:18]2[CH2:27][C:26]3[C:21](=[CH:22][CH:23]=[CH:24][CH:25]=3)[NH:20][C:19]2=[O:28])[CH2:14][CH2:13]1)[C:7](O)=[O:8].CN(C(ON1N=NC2C=CC=CC1=2)=[N+](C)C)C.[B-](F)(F)(F)F.C1C=CC2N(O)N=NC=2C=1.C(N(C(C)C)C(C)C)C.[N:75]1([CH:81]2[CH2:86][CH2:85][NH:84][CH2:83][CH2:82]2)[CH2:80][CH2:79][CH2:78][CH2:77][CH2:76]1. Given the product [N:75]1([CH:81]2[CH2:86][CH2:85][N:84]([C:7](=[O:8])[CH:6]([CH2:5][C:4]3[CH:30]=[CH:31][C:32]([CH3:33])=[C:2]([CH3:1])[CH:3]=3)[CH2:10][C:11]([N:12]3[CH2:17][CH2:16][CH:15]([N:18]4[CH2:27][C:26]5[C:21](=[CH:22][CH:23]=[CH:24][CH:25]=5)[NH:20][C:19]4=[O:28])[CH2:14][CH2:13]3)=[O:29])[CH2:83][CH2:82]2)[CH2:80][CH2:79][CH2:78][CH2:77][CH2:76]1, predict the reactants needed to synthesize it. (9) Given the product [CH2:1]=[CH:2][C:3]1[CH:8]=[CH:7][CH:6]=[CH:5][CH:4]=1.[CH3:9][CH:10]=[CH:11][C:12]1[CH:17]=[CH:16][CH:15]=[CH:14][CH:13]=1.[C:18]1(=[O:25])[NH:24][CH2:23][CH2:22][CH2:21][CH2:20][CH2:19]1, predict the reactants needed to synthesize it. The reactants are: [CH2:1]=[CH:2][C:3]1[CH:8]=[CH:7][CH:6]=[CH:5][CH:4]=1.[CH3:9][CH:10]=[CH:11][C:12]1[CH:17]=[CH:16][CH:15]=[CH:14][CH:13]=1.[C:18]1(=[O:25])[NH:24][CH2:23][CH2:22][CH2:21][CH2:20][CH2:19]1.CC(N=NC(C#N)(C)C)(C#N)C. (10) Given the product [Cl:11][C:9]1[C:10]2[C:2]([S:19][CH3:18])=[CH:3][S:4][C:5]=2[N:6]=[CH:7][N:8]=1, predict the reactants needed to synthesize it. The reactants are: Br[C:2]1[C:10]2[C:9]([Cl:11])=[N:8][CH:7]=[N:6][C:5]=2[S:4][CH:3]=1.C([Mg]Cl)(C)C.C[CH2:18][S:19](=S)([O-])=O.